Dataset: Catalyst prediction with 721,799 reactions and 888 catalyst types from USPTO. Task: Predict which catalyst facilitates the given reaction. (1) Reactant: [NH2:1][C:2]1[C:7]([Br:8])=[N:6][C:5]([Br:9])=[CH:4][N:3]=1.[CH3:10][Si]([N-][Si](C)(C)C)(C)C.[Na+].IC.O. Product: [Br:8][C:7]1[C:2]([NH:1][CH3:10])=[N:3][CH:4]=[C:5]([Br:9])[N:6]=1. The catalyst class is: 215. (2) Reactant: [C:1]([OH:9])(=[O:8])[C:2]1[CH:7]=[CH:6][CH:5]=[CH:4][CH:3]=1.[CH3:10][N:11]1[C:16](=[O:17])[C:15]2=[C:18]([NH:35][C:36]3[CH:41]=[CH:40][CH:39]=[CH:38][CH:37]=3)[N:19]([CH2:21][C:22]3[CH:27]=[CH:26][C:25]([C:28]4[CH:33]=[CH:32][CH:31]=[C:30]([F:34])[N:29]=4)=[CH:24][CH:23]=3)[N:20]=[C:14]2[N:13]2[C@H:42]3[CH2:47][CH2:46][CH2:45][C@H:43]3[N:44]=[C:12]12.CCOC(C)=O.C1(C)C(C)=CC=CC=1. Product: [C:1]([OH:9])(=[O:8])[C:2]1[CH:7]=[CH:6][CH:5]=[CH:4][CH:3]=1.[CH3:10][N:11]1[C:16](=[O:17])[C:15]2=[C:18]([NH:35][C:36]3[CH:41]=[CH:40][CH:39]=[CH:38][CH:37]=3)[N:19]([CH2:21][C:22]3[CH:27]=[CH:26][C:25]([C:28]4[CH:33]=[CH:32][CH:31]=[C:30]([F:34])[N:29]=4)=[CH:24][CH:23]=3)[N:20]=[C:14]2[N:13]2[C@H:42]3[CH2:47][CH2:46][CH2:45][C@H:43]3[N:44]=[C:12]12. The catalyst class is: 21. (3) Reactant: [NH:1]1[CH:5]=[N:4][CH:3]=[N:2]1.[O-]CC.[Na+].[Na].Br[CH2:12][CH2:13][CH2:14][OH:15]. Product: [N:1]1([CH2:12][CH2:13][CH2:14][OH:15])[CH:5]=[N:4][CH:3]=[N:2]1. The catalyst class is: 8. (4) Reactant: [C:1]([C:4]1[CH:9]=[CH:8][CH:7]=[CH:6][C:5]=1[C:10]1[CH:11]=[C:12]2[C:17](=[C:18]([OH:20])[CH:19]=1)[N:16]=[CH:15][NH:14][C:13]2=[O:21])(=[O:3])[CH3:2].[CH3:22][Mg]Cl. Product: [OH:20][C:18]1[CH:19]=[C:10]([C:5]2[CH:6]=[CH:7][CH:8]=[CH:9][C:4]=2[C:1]([OH:3])([CH3:22])[CH3:2])[CH:11]=[C:12]2[C:17]=1[N:16]=[CH:15][NH:14][C:13]2=[O:21]. The catalyst class is: 7.